Predict the reactants needed to synthesize the given product. From a dataset of Retrosynthesis with 50K atom-mapped reactions and 10 reaction types from USPTO. Given the product CC(C)(C)N=NC1(NC(=S)NNC(N)=O)CCCCC1, predict the reactants needed to synthesize it. The reactants are: CC(C)(C)N=NC1(N=C=S)CCCCC1.NNC(N)=O.